Dataset: Reaction yield outcomes from USPTO patents with 853,638 reactions. Task: Predict the reaction yield, written as a fraction of the theoretical maximum amount of product (1.0 means a 100% yield; for example, 0.34 means a 34% yield). (1) The reactants are [CH3:1][NH:2][CH3:3].[F:4][C:5]1[CH:33]=[C:32]([I:34])[CH:31]=[CH:30][C:6]=1[NH:7][C:8]1[C:9]([C:16]([O:18]C2C(F)=C(F)C(F)=C(F)C=2F)=O)=[CH:10][N:11]([CH3:15])[C:12](=[O:14])[CH:13]=1. The catalyst is C1COCC1. The product is [F:4][C:5]1[CH:33]=[C:32]([I:34])[CH:31]=[CH:30][C:6]=1[NH:7][C:8]1[C:9]([C:16]([N:2]([CH3:3])[CH3:1])=[O:18])=[CH:10][N:11]([CH3:15])[C:12](=[O:14])[CH:13]=1. The yield is 0.580. (2) The reactants are [CH3:1][O:2][C:3]1[CH:4]=[C:5]([CH2:11][CH2:12][NH2:13])[CH:6]=[CH:7][C:8]=1[O:9][CH3:10].[CH3:14][C:15]1[O:19][C:18]([CH:20]=O)=[CH:17][CH:16]=1.[BH4-].[Na+]. The catalyst is CCO.CO. The product is [CH3:1][O:2][C:3]1[CH:4]=[C:5]([CH2:11][CH2:12][NH:13][CH2:20][C:18]2[O:19][C:15]([CH3:14])=[CH:16][CH:17]=2)[CH:6]=[CH:7][C:8]=1[O:9][CH3:10]. The yield is 0.826.